Dataset: Full USPTO retrosynthesis dataset with 1.9M reactions from patents (1976-2016). Task: Predict the reactants needed to synthesize the given product. (1) Given the product [CH2:1]([O:3][C:4](=[O:24])[CH2:5][CH:6]1[O:10][B:9]([OH:11])[C:8]2[CH:12]=[C:13]([O:17][C:18]3[S:22][N:21]=[CH:20][N:19]=3)[CH:14]=[C:15]([CH3:16])[C:7]1=2)[CH3:2], predict the reactants needed to synthesize it. The reactants are: [CH2:1]([O:3][C:4](=[O:24])[CH2:5][CH:6]1[O:10][B:9]([OH:11])[C:8]2[CH:12]=[C:13]([O:17][C:18]3[S:22][N:21]=[C:20](Cl)[N:19]=3)[CH:14]=[C:15]([CH3:16])[C:7]1=2)[CH3:2]. (2) Given the product [CH3:1][C:2]([CH3:29])([CH2:7][CH2:8][C:9]1[S:10][C:11]([C:14]2[CH:19]=[CH:18][C:17]([NH:20][C:21]([NH:38][CH2:37][CH2:36][N:30]3[CH2:35][CH2:34][CH2:33][CH2:32][CH2:31]3)=[O:22])=[CH:16][CH:15]=2)=[CH:12][N:13]=1)[C:3]([O:5][CH3:6])=[O:4], predict the reactants needed to synthesize it. The reactants are: [CH3:1][C:2]([CH3:29])([CH2:7][CH2:8][C:9]1[S:10][C:11]([C:14]2[CH:19]=[CH:18][C:17]([NH:20][C:21](N3CCCCC3)=[O:22])=[CH:16][CH:15]=2)=[CH:12][N:13]=1)[C:3]([O:5][CH3:6])=[O:4].[N:30]1([CH2:36][CH2:37][NH2:38])[CH2:35][CH2:34][CH2:33][CH2:32][CH2:31]1. (3) The reactants are: C(C1C=[CH:9][C:8]([NH:11][C:12]2C([N+]([O-])=O)=[CH:16][CH:15]=[C:14](Cl)[N:13]=2)=CC=1)CCC.C([N:24](CC)CC)C. Given the product [NH2:24][CH2:16][CH2:15][CH2:14][N:13]1[CH:9]=[CH:8][N:11]=[CH:12]1, predict the reactants needed to synthesize it. (4) Given the product [F:33][C:2]1([F:1])[O:6][C:5]2[CH:7]=[CH:8][C:9]([C:11]3([C:14]([NH:16][C:17]4[N:22]=[C:21]([C:23]5[CH:24]=[C:25]([CH:29]=[CH:30][CH:31]=5)[C:26]([NH:38][S:35]([CH3:34])(=[O:37])=[O:36])=[O:27])[C:20]([CH3:32])=[CH:19][CH:18]=4)=[O:15])[CH2:13][CH2:12]3)=[CH:10][C:4]=2[O:3]1, predict the reactants needed to synthesize it. The reactants are: [F:1][C:2]1([F:33])[O:6][C:5]2[CH:7]=[CH:8][C:9]([C:11]3([C:14]([NH:16][C:17]4[N:22]=[C:21]([C:23]5[CH:24]=[C:25]([CH:29]=[CH:30][CH:31]=5)[C:26](O)=[O:27])[C:20]([CH3:32])=[CH:19][CH:18]=4)=[O:15])[CH2:13][CH2:12]3)=[CH:10][C:4]=2[O:3]1.[CH3:34][S:35]([NH2:38])(=[O:37])=[O:36].C(N(CC)CC)C.F[P-](F)(F)(F)(F)F.N1(OC(N(C)C)=[N+](C)C)C2N=CC=CC=2N=N1. (5) Given the product [NH2:15][C:10](=[NH:11])[CH2:9][NH:8][C:6](=[O:7])[O-:5].[CH3:16][C:19]([OH:21])=[O:20], predict the reactants needed to synthesize it. The reactants are: CC([O:5][C:6]([NH:8][CH2:9][C:10]#[N:11])=[O:7])(C)C.C([NH:15][C@H:16]([C:19]([OH:21])=[O:20])CS)(=O)C.N. (6) Given the product [CH3:1][O:2][C:3]1[CH:8]=[CH:7][CH:6]=[CH:5][C:4]=1[NH:9][CH:13]=[C:14]([C:15]([O:17][CH2:18][CH3:19])=[O:16])[C:20]([O:22][CH2:23][CH3:24])=[O:21], predict the reactants needed to synthesize it. The reactants are: [CH3:1][O:2][C:3]1[CH:8]=[CH:7][CH:6]=[CH:5][C:4]=1[NH2:9].C(O[CH:13]=[C:14]([C:20]([O:22][CH2:23][CH3:24])=[O:21])[C:15]([O:17][CH2:18][CH3:19])=[O:16])C.